This data is from Full USPTO retrosynthesis dataset with 1.9M reactions from patents (1976-2016). The task is: Predict the reactants needed to synthesize the given product. (1) Given the product [NH:1]1[C:5]2=[N:6][C:7]([NH2:18])=[CH:8][CH:9]=[C:4]2[CH:3]=[CH:2]1, predict the reactants needed to synthesize it. The reactants are: [NH:1]1[C:5]2=[N+:6]([O-])[CH:7]=[CH:8][CH:9]=[C:4]2[CH:3]=[CH:2]1.S(OC)(OC)(=O)=O.[NH3:18]. (2) Given the product [CH3:1][N:2]([C:4]([NH:6][C:7]([NH2:9])=[NH:8])=[NH:5])[CH3:3], predict the reactants needed to synthesize it. The reactants are: [CH3:1][N:2]([C:4]([N:6]=[C:7]([NH2:9])[NH2:8])=[NH:5])[CH3:3].Cl.[OH-].[Na+]. (3) Given the product [Cl-:1].[Cl-:1].[CH2:3]([Al+2:5])[CH3:4].[ClH:1].[Cl:1][C:3]([Cl:2])=[CH2:4], predict the reactants needed to synthesize it. The reactants are: [Cl-:1].[Cl-:2].[CH2:3]([Al+2:5])[CH3:4].Cl. (4) Given the product [CH3:13][O:12][C:9]1[CH:10]=[C:11]2[C:6](=[CH:7][C:8]=1[O:14][CH3:15])[N:5]=[CH:4][CH:3]=[C:2]2[O:16][C:22]1[CH:21]=[CH:20][C:19]2[C:18](=[CH:11][CH:2]=[CH:3][CH:4]=2)[CH:23]=1, predict the reactants needed to synthesize it. The reactants are: Cl[C:2]1[C:11]2[C:6](=[CH:7][C:8]([O:14][CH3:15])=[C:9]([O:12][CH3:13])[CH:10]=2)[N:5]=[CH:4][CH:3]=1.[OH2:16].Cl[C:18]1[CH:23]=[CH:22][CH:21]=[CH:20][C:19]=1Cl. (5) Given the product [C:35]([N:1]1[CH2:2][CH2:3][CH:4]([C:7]2[N:15]3[C:10]([C:11]([NH2:16])=[N:12][CH:13]=[N:14]3)=[C:9]([C:17]3[CH:18]=[CH:19][C:20]4[C:24]([CH:25]=3)=[N:23][N:22]([CH2:26][C:27]3[CH:32]=[CH:31][CH:30]=[CH:29][N:28]=3)[CH:21]=4)[CH:8]=2)[CH2:5][CH2:6]1)(=[O:36])[CH3:34], predict the reactants needed to synthesize it. The reactants are: [NH:1]1[CH2:6][CH2:5][CH:4]([C:7]2[N:15]3[C:10]([C:11]([NH2:16])=[N:12][CH:13]=[N:14]3)=[C:9]([C:17]3[CH:18]=[CH:19][C:20]4[C:24]([CH:25]=3)=[N:23][N:22]([CH2:26][C:27]3[CH:32]=[CH:31][CH:30]=[CH:29][N:28]=3)[CH:21]=4)[CH:8]=2)[CH2:3][CH2:2]1.Cl[CH2:34][C:35](N(C)C)=[O:36]. (6) Given the product [OH:9][CH2:10][C:11]1[C:12]([CH2:19][CH2:20][OH:21])=[N:13][C:14]([O:17][CH3:18])=[CH:15][CH:16]=1, predict the reactants needed to synthesize it. The reactants are: [H-].[Al+3].[Li+].[H-].[H-].[H-].C([O:9][C:10](=O)[C:11]1[CH:16]=[CH:15][C:14]([O:17][CH3:18])=[N:13][C:12]=1[CH2:19][C:20](OCC)=[O:21])C.O.[OH-].[Na+].